From a dataset of Catalyst prediction with 721,799 reactions and 888 catalyst types from USPTO. Predict which catalyst facilitates the given reaction. (1) Reactant: [Cl:1][C:2]1[CH:3]=[C:4]([C:12]2[O:16][N:15]=[C:14]([C:17]3[CH:18]=[CH:19][C:20]4[O:26][CH2:25][CH2:24][NH:23][CH2:22][C:21]=4[CH:27]=3)[N:13]=2)[CH:5]=[CH:6][C:7]=1[O:8][CH:9]([CH3:11])[CH3:10].CCN(C(C)C)C(C)C.Br[CH2:38][CH2:39][CH2:40][C:41]([O:43][CH2:44][CH3:45])=[O:42]. Product: [Cl:1][C:2]1[CH:3]=[C:4]([C:12]2[O:16][N:15]=[C:14]([C:17]3[CH:18]=[CH:19][C:20]4[O:26][CH2:25][CH2:24][N:23]([CH2:38][CH2:39][CH2:40][C:41]([O:43][CH2:44][CH3:45])=[O:42])[CH2:22][C:21]=4[CH:27]=3)[N:13]=2)[CH:5]=[CH:6][C:7]=1[O:8][CH:9]([CH3:11])[CH3:10]. The catalyst class is: 290. (2) Reactant: [NH2:1][C:2]1[N:7]=[CH:6][CH:5]=[CH:4][N:3]=1.[CH3:8][C:9]([N+:16]#[C-:17])([CH3:15])[CH2:10][C:11]([CH3:14])([CH3:13])[CH3:12].[CH:18]([C:20]1[CH:25]=[CH:24][C:23]([O:26][C:27](=[O:29])[CH3:28])=[C:22]([O:30][CH3:31])[CH:21]=1)=O. Product: [CH3:31][O:30][C:22]1[CH:21]=[C:20]([C:18]2[N:1]=[C:2]3[N:7]=[CH:6][CH:5]=[CH:4][N:3]3[C:17]=2[NH:16][C:9]([CH3:15])([CH3:8])[CH2:10][C:11]([CH3:14])([CH3:13])[CH3:12])[CH:25]=[CH:24][C:23]=1[O:26][C:27](=[O:29])[CH3:28]. The catalyst class is: 519. (3) Product: [CH3:13][C:14]1([C:20]([OH:22])=[O:21])[CH2:19][CH2:18][N:17]([C:2]2[C:3]3[C:10]([CH3:11])=[CH:9][NH:8][C:4]=3[N:5]=[CH:6][N:7]=2)[CH2:16][CH2:15]1. The catalyst class is: 32. Reactant: Cl[C:2]1[C:3]2[C:10]([CH3:11])=[CH:9][NH:8][C:4]=2[N:5]=[CH:6][N:7]=1.Cl.[CH3:13][C:14]1([C:20]([OH:22])=[O:21])[CH2:19][CH2:18][NH:17][CH2:16][CH2:15]1.C(N(CC)CC)C. (4) The catalyst class is: 5. Product: [OH:11][C@H:9]([CH2:8][O:1][C:2]1[CH:3]=[CH:4][CH:5]=[CH:6][CH:7]=1)[CH2:10][NH:27][C:22]1([CH2:21][CH:20]([C:17]2[CH:18]=[CH:19][C:14]([O:13][CH3:12])=[CH:15][CH:16]=2)[C:28]2[CH:33]=[CH:32][C:31]([O:34][CH3:35])=[CH:30][CH:29]=2)[CH2:26][CH2:25][CH2:24][CH2:23]1. Reactant: [O:1]([CH2:8][C@H:9]1[O:11][CH2:10]1)[C:2]1[CH:7]=[CH:6][CH:5]=[CH:4][CH:3]=1.[CH3:12][O:13][C:14]1[CH:19]=[CH:18][C:17]([CH:20]([C:28]2[CH:33]=[CH:32][C:31]([O:34][CH3:35])=[CH:30][CH:29]=2)[CH2:21][C:22]2([NH2:27])[CH2:26][CH2:25][CH2:24][CH2:23]2)=[CH:16][CH:15]=1. (5) Reactant: [F:1][C:2]1[CH:27]=[CH:26][CH:25]=[CH:24][C:3]=1[CH2:4][N:5]1[C:9]2=[N:10][CH:11]=[CH:12][CH:13]=[C:8]2[C:7]([C:14]2[CH:15]=[CH:16][C:17]3[C:18]([N:23]=2)=[N:19][CH:20]=[CH:21][N:22]=3)=[N:6]1. Product: [F:1][C:2]1[CH:27]=[CH:26][CH:25]=[CH:24][C:3]=1[CH2:4][N:5]1[C:9]2=[N:10][CH:11]=[CH:12][CH:13]=[C:8]2[C:7]([C:14]2[CH:15]=[CH:16][C:17]3[NH:22][CH2:21][CH2:20][NH:19][C:18]=3[N:23]=2)=[N:6]1. The catalyst class is: 603. (6) Reactant: C(O[C:6](=O)[N:7]([C@@H:9]([CH3:50])[C:10]([NH:12][C@@H:13]([CH:44]1[CH2:49][CH2:48][CH2:47][CH2:46][CH2:45]1)[C:14]([N:16]1[C@H:21]([C:22](=[O:34])[NH:23][C@H:24]2[C:33]3[C:28](=[CH:29][CH:30]=[CH:31][CH:32]=3)[O:27][CH2:26][CH2:25]2)[CH2:20][N:19]2[CH2:35][C@H:36]([O:38][CH2:39][CH2:40][O:41][CH2:42][CH3:43])[CH2:37][C@@H:18]2[CH2:17]1)=[O:15])=[O:11])C)(C)(C)C.Cl.COC1CCCC1.O. Product: [CH:44]1([C@H:13]([NH:12][C:10](=[O:11])[C@H:9]([CH3:50])[NH:7][CH3:6])[C:14]([N:16]2[C@H:21]([C:22]([NH:23][C@H:24]3[C:33]4[C:28](=[CH:29][CH:30]=[CH:31][CH:32]=4)[O:27][CH2:26][CH2:25]3)=[O:34])[CH2:20][N:19]3[CH2:35][C@H:36]([O:38][CH2:39][CH2:40][O:41][CH2:42][CH3:43])[CH2:37][C@@H:18]3[CH2:17]2)=[O:15])[CH2:49][CH2:48][CH2:47][CH2:46][CH2:45]1. The catalyst class is: 5. (7) Reactant: [OH:1][CH2:2][C@@H:3]([N:5]1[C:13](=[O:14])[C:12]2[C:7](=[CH:8][CH:9]=[CH:10][CH:11]=2)[C:6]1=[O:15])[CH3:4].I[CH2:17][CH3:18].CC(C)([O-])C.[K+]. Product: [CH2:17]([O:1][CH2:2][C@@H:3]([N:5]1[C:13](=[O:14])[C:12]2[C:7](=[CH:8][CH:9]=[CH:10][CH:11]=2)[C:6]1=[O:15])[CH3:4])[CH3:18]. The catalyst class is: 56.